Dataset: Forward reaction prediction with 1.9M reactions from USPTO patents (1976-2016). Task: Predict the product of the given reaction. (1) Given the reactants [C:1]([O:5][C:6]([N:8]1[CH2:13][CH2:12][N:11]([C:14]([O:16][C:17]([CH3:20])([CH3:19])[CH3:18])=[O:15])[CH2:10][CH:9]1[C:21]([NH:23][NH:24][C:25]1[CH:30]=[CH:29][C:28]([F:31])=[CH:27][N:26]=1)=O)=[O:7])([CH3:4])([CH3:3])[CH3:2].CCN(CC)CC.C1C=CC(P(C2C=CC=CC=2)C2C=CC=CC=2)=CC=1.ClC(Cl)(Cl)C(Cl)(Cl)Cl, predict the reaction product. The product is: [C:1]([O:5][C:6]([N:8]1[CH2:13][CH2:12][N:11]([C:14]([O:16][C:17]([CH3:19])([CH3:18])[CH3:20])=[O:15])[CH2:10][CH:9]1[C:21]1[N:26]2[CH:27]=[C:28]([F:31])[CH:29]=[CH:30][C:25]2=[N:24][N:23]=1)=[O:7])([CH3:2])([CH3:3])[CH3:4]. (2) Given the reactants [Br:1][CH2:2][C:3]1[CH:11]=[CH:10][C:6]([C:7]([OH:9])=[O:8])=[CH:5][CH:4]=1.S(Cl)(Cl)=O.[CH3:16]O, predict the reaction product. The product is: [CH3:16][O:8][C:7](=[O:9])[C:6]1[CH:10]=[CH:11][C:3]([CH2:2][Br:1])=[CH:4][CH:5]=1. (3) Given the reactants [CH3:1][Si:2]([CH3:18])([CH3:17])[CH2:3][CH2:4][O:5][CH2:6][N:7]1[C:11]2[N:12]=[CH:13][N:14]=[C:15]([NH2:16])[C:10]=2[CH:9]=[CH:8]1.Br.Br[CH2:21][C:22]([C:24]1[CH:25]=[N:26][CH:27]=[CH:28][CH:29]=1)=O, predict the reaction product. The product is: [N:26]1[CH:27]=[CH:28][CH:29]=[C:24]([C:22]2[N:16]=[C:15]3[C:10]4[CH:9]=[CH:8][N:7]([CH2:6][O:5][CH2:4][CH2:3][Si:2]([CH3:18])([CH3:17])[CH3:1])[C:11]=4[N:12]=[CH:13][N:14]3[CH:21]=2)[CH:25]=1. (4) Given the reactants [F:1][C:2]([F:34])([F:33])[CH2:3][NH:4][C:5]([NH:7][C:8]1[CH:9]=[C:10]([C:14]2[N:18]3[N:19]=[CH:20][C:21]([C:23]4[CH:24]=[N:25][N:26]([CH:28]([CH3:32])[C:29](O)=[O:30])[CH:27]=4)=[CH:22][C:17]3=[N:16][CH:15]=2)[CH:11]=[CH:12][CH:13]=1)=[O:6].[NH:35]1[CH2:40][CH2:39][O:38][CH2:37][CH2:36]1, predict the reaction product. The product is: [CH3:32][CH:28]([N:26]1[CH:27]=[C:23]([C:21]2[CH:20]=[N:19][N:18]3[C:14]([C:10]4[CH:9]=[C:8]([NH:7][C:5]([NH:4][CH2:3][C:2]([F:34])([F:33])[F:1])=[O:6])[CH:13]=[CH:12][CH:11]=4)=[CH:15][N:16]=[C:17]3[CH:22]=2)[CH:24]=[N:25]1)[C:29]([N:35]1[CH2:40][CH2:39][O:38][CH2:37][CH2:36]1)=[O:30]. (5) Given the reactants [NH2:1][C:2]1[C:11]2[N:12]=[C:13]([CH2:20][O:21]CC)[N:14]([CH2:15][C:16]([CH3:19])([OH:18])[CH3:17])[C:10]=2[C:9]2[N:8]=[CH:7][C:6]([C:24]3[CH:29]=[CH:28][C:27]([F:30])=[C:26]([F:31])[CH:25]=3)=[CH:5][C:4]=2[N:3]=1.B(Br)(Br)Br.CO, predict the reaction product. The product is: [NH2:1][C:2]1[C:11]2[N:12]=[C:13]([CH2:20][OH:21])[N:14]([CH2:15][C:16]([CH3:17])([OH:18])[CH3:19])[C:10]=2[C:9]2[N:8]=[CH:7][C:6]([C:24]3[CH:29]=[CH:28][C:27]([F:30])=[C:26]([F:31])[CH:25]=3)=[CH:5][C:4]=2[N:3]=1. (6) Given the reactants [CH:1]([NH:4][C:5]1[C:10]([CH2:11][OH:12])=[CH:9][N:8]=[C:7]([S:13][CH3:14])[N:6]=1)([CH3:3])[CH3:2], predict the reaction product. The product is: [CH:1]([NH:4][C:5]1[C:10]([CH:11]=[O:12])=[CH:9][N:8]=[C:7]([S:13][CH3:14])[N:6]=1)([CH3:3])[CH3:2].